This data is from Reaction yield outcomes from USPTO patents with 853,638 reactions. The task is: Predict the reaction yield, written as a fraction of the theoretical maximum amount of product (1.0 means a 100% yield; for example, 0.34 means a 34% yield). (1) The reactants are [C:1]([NH:4][C@@H:5]1[CH2:9][CH2:8][N:7]([C:10]2[CH:39]=[CH:38][C:13]([C:14]([NH:16][C:17]3[CH:18]=[C:19]([C:31]4[CH:36]=[CH:35][C:34]([F:37])=[CH:33][CH:32]=4)[CH:20]=[CH:21][C:22]=3[NH:23]C(=O)OC(C)(C)C)=[O:15])=[CH:12][CH:11]=2)[CH2:6]1)(=[O:3])[CH3:2].Cl. The catalyst is C(Cl)Cl.O1CCOCC1.CCOC(C)=O. The product is [C:1]([NH:4][C@@H:5]1[CH2:9][CH2:8][N:7]([C:10]2[CH:11]=[CH:12][C:13]([C:14]([NH:16][C:17]3[CH:18]=[C:19]([C:31]4[CH:32]=[CH:33][C:34]([F:37])=[CH:35][CH:36]=4)[CH:20]=[CH:21][C:22]=3[NH2:23])=[O:15])=[CH:38][CH:39]=2)[CH2:6]1)(=[O:3])[CH3:2]. The yield is 0.690. (2) The reactants are Cl.[CH3:2][N:3]1[C:7]([C:8]2[C:13]([F:14])=[CH:12][N:11]=[C:10]([NH:15][C:16]3[CH:21]=[CH:20][C:19]([C:22]([C:24]4[CH:29]=[CH:28][CH:27]=[CH:26][N:25]=4)=[O:23])=[CH:18][CH:17]=3)[N:9]=2)=[CH:6][N:5]=[C:4]1[CH3:30].[BH4-].[Na+]. The catalyst is CCO. The product is [CH3:2][N:3]1[C:7]([C:8]2[C:13]([F:14])=[CH:12][N:11]=[C:10]([NH:15][C:16]3[CH:17]=[CH:18][C:19]([CH:22]([C:24]4[CH:29]=[CH:28][CH:27]=[CH:26][N:25]=4)[OH:23])=[CH:20][CH:21]=3)[N:9]=2)=[CH:6][N:5]=[C:4]1[CH3:30]. The yield is 0.200. (3) The reactants are [O-:1][CH2:2][CH3:3].[Na+].[CH2:5]([N:12]1[CH2:15][C:14]([CH2:18]Cl)([CH2:16][Cl:17])[C:13]1=O)[C:6]1[CH:11]=[CH:10][CH:9]=[CH:8][CH:7]=1.Cl.C([OH:24])C. The catalyst is ClCCl.C(OCC)C. The product is [ClH:17].[CH2:5]([N:12]1[CH2:13][C:14]([CH2:16][Cl:17])([C:18]([O:1][CH2:2][CH3:3])=[O:24])[CH2:15]1)[C:6]1[CH:7]=[CH:8][CH:9]=[CH:10][CH:11]=1. The yield is 0.732.